Predict the reaction yield, written as a fraction of the theoretical maximum amount of product (1.0 means a 100% yield; for example, 0.34 means a 34% yield). From a dataset of Reaction yield outcomes from USPTO patents with 853,638 reactions. (1) The reactants are [CH3:1][C:2]1[CH:11]=[CH:10][C:9]2[C:4](=[CH:5][CH:6]=[C:7]3[O:15][CH2:14][C@H:13]([CH2:16][OH:17])[O:12][C:8]3=2)[N:3]=1.[S:18](Cl)([C:21]1[CH:27]=[CH:26][C:24]([Br:25])=[CH:23][CH:22]=1)(=[O:20])=[O:19].C(N(CC)CC)C.O. The catalyst is C1(C)C=CC=CC=1.C(O)(C)C.CN(C1C=CC=CN=1)C. The product is [Br:25][C:24]1[CH:26]=[CH:27][C:21]([S:18]([O:17][CH2:16][C@@H:13]2[O:12][C:8]3=[C:9]4[C:4](=[CH:5][CH:6]=[C:7]3[O:15][CH2:14]2)[N:3]=[C:2]([CH3:1])[CH:11]=[CH:10]4)(=[O:20])=[O:19])=[CH:22][CH:23]=1. The yield is 0.769. (2) The reactants are [Cl:1][C:2]1[C:3]([OH:12])=[CH:4][CH:5]=[C:6]2[C:10]=1[C:9](=[O:11])[NH:8][CH2:7]2.I[CH:14]([CH3:16])[CH3:15].C(=O)([O-])[O-].[Cs+].[Cs+]. The catalyst is CN(C=O)C. The product is [Cl:1][C:2]1[C:3]([O:12][CH:14]([CH3:16])[CH3:15])=[CH:4][CH:5]=[C:6]2[C:10]=1[C:9](=[O:11])[NH:8][CH2:7]2. The yield is 0.650. (3) The reactants are O1CCCCC1[N:7]1[C:15]2[C:10](=[CH:11][C:12]([C:16]3[N:20]=[CH:19][N:18](C(C4C=CC=CC=4)(C4C=CC=CC=4)C4C=CC=CC=4)[N:17]=3)=[CH:13][CH:14]=2)[C:9]([C:40]2[CH:41]=[C:42]([NH2:46])[CH:43]=[CH:44][CH:45]=2)=[N:8]1.[CH3:47][C:48]1[CH:56]=[CH:55][C:51]([C:52](Cl)=[O:53])=[CH:50][CH:49]=1.O. The catalyst is N1C=CC=CC=1. The product is [NH:18]1[CH:19]=[N:20][C:16]([C:12]2[CH:11]=[C:10]3[C:15](=[CH:14][CH:13]=2)[NH:7][N:8]=[C:9]3[C:40]2[CH:41]=[C:42]([NH:46][C:52]([C:51]3[CH:55]=[CH:56][C:48]([CH3:47])=[CH:49][CH:50]=3)=[O:53])[CH:43]=[CH:44][CH:45]=2)=[N:17]1. The yield is 0.650.